From a dataset of Catalyst prediction with 721,799 reactions and 888 catalyst types from USPTO. Predict which catalyst facilitates the given reaction. Reactant: [CH2:1]([N:4]1[CH2:9][CH2:8][N:7]([C:10]2[CH:15]=[CH:14][C:13]([N+:16]([O-])=O)=[CH:12][N:11]=2)[CH2:6][CH2:5]1)[CH:2]=[CH2:3].O.O.[Sn](Cl)Cl. Product: [CH2:1]([N:4]1[CH2:5][CH2:6][N:7]([C:10]2[N:11]=[CH:12][C:13]([NH2:16])=[CH:14][CH:15]=2)[CH2:8][CH2:9]1)[CH:2]=[CH2:3]. The catalyst class is: 5.